Dataset: Catalyst prediction with 721,799 reactions and 888 catalyst types from USPTO. Task: Predict which catalyst facilitates the given reaction. (1) The catalyst class is: 413. Product: [CH3:1][C:2]1[NH:7][C:6]([CH3:8])=[C:5]([C:9]([O:11][CH2:12][CH2:13][N:14]([CH2:16][C:17]2[CH:22]=[CH:21][CH:20]=[CH:19][CH:18]=2)[CH3:15])=[O:10])[CH:4]([C:23]2[CH:24]=[CH:25][CH:26]=[C:27]([N+:29]([O-:31])=[O:30])[CH:28]=2)[C:3]=1[C:32]([O:34][CH3:35])=[O:33]. Reactant: [CH3:1][C:2]1[NH:7][C:6]([CH3:8])=[C:5]([C:9]([O:11][CH2:12][CH2:13][N:14]([CH2:16][C:17]2[CH:18]=[CH:19][CH:20]=[CH:21][CH:22]=2)[CH3:15])=[O:10])[CH:4]([C:23]2[CH:24]=[CH:25][CH:26]=[C:27]([N+:29]([O-:31])=[O:30])[CH:28]=2)[C:3]=1[C:32]([O:34][CH3:35])=[O:33].Cl.O.[OH-].[Na+]. (2) Reactant: [CH:1]1([C:4]#[C:5][C:6]2[O:10][N:9]=[C:8]([CH2:11][CH2:12][C@@:13]([CH3:28])([S:24]([CH3:27])(=[O:26])=[O:25])[C:14]([NH:16][O:17]C3CCCCO3)=[O:15])[CH:7]=2)[CH2:3][CH2:2]1.Cl. Product: [CH:1]1([C:4]#[C:5][C:6]2[O:10][N:9]=[C:8]([CH2:11][CH2:12][C@@:13]([CH3:28])([S:24]([CH3:27])(=[O:25])=[O:26])[C:14]([NH:16][OH:17])=[O:15])[CH:7]=2)[CH2:2][CH2:3]1. The catalyst class is: 100.